This data is from Full USPTO retrosynthesis dataset with 1.9M reactions from patents (1976-2016). The task is: Predict the reactants needed to synthesize the given product. (1) Given the product [C:1]([O:5][C:6]([N:8]1[CH2:13][CH2:12][C:11]([C:14]#[N:15])([C:16]2[CH:21]=[CH:20][C:19]([C:6]([O:5][CH3:1])=[O:7])=[CH:18][CH:17]=2)[CH2:10][CH2:9]1)=[O:7])([CH3:4])([CH3:3])[CH3:2], predict the reactants needed to synthesize it. The reactants are: [C:1]([O:5][C:6]([N:8]1[CH2:13][CH2:12][C:11]([C:16]2[CH:21]=[CH:20][C:19](Br)=[CH:18][CH:17]=2)([C:14]#[N:15])[CH2:10][CH2:9]1)=[O:7])([CH3:4])([CH3:3])[CH3:2].CCN(C(C)C)C(C)C.CS(C)=O. (2) Given the product [CH2:17]([C:21]1[N:22]([CH2:35][C:36]2[CH:41]=[CH:40][C:39]([C:42]3[CH:47]=[CH:46][CH:45]=[CH:44][C:43]=3[C:48]3[NH:49][C:14](=[O:15])[O:51][N:50]=3)=[CH:38][CH:37]=2)[C:23]([CH2:33][OH:34])=[C:24]([C:26]2[CH:31]=[CH:30][C:29]([F:32])=[CH:28][CH:27]=2)[N:25]=1)[CH2:18][CH2:19][CH3:20], predict the reactants needed to synthesize it. The reactants are: N12CCCN=C1CCCCC2.CN(C)[CH:14]=[O:15].[CH2:17]([C:21]1[N:22]([CH2:35][C:36]2[CH:41]=[CH:40][C:39]([C:42]3[C:43]([C:48](=[N:50][OH:51])[NH2:49])=[CH:44][CH:45]=[CH:46][CH:47]=3)=[CH:38][CH:37]=2)[C:23]([CH2:33][OH:34])=[C:24]([C:26]2[CH:31]=[CH:30][C:29]([F:32])=[CH:28][CH:27]=2)[N:25]=1)[CH2:18][CH2:19][CH3:20]. (3) Given the product [N+:8]([C:3]1[CH:4]=[CH:5][CH:6]=[CH:7][C:2]=1[C:16]1[CH:17]=[CH:18][C:13]([CH:11]=[O:12])=[CH:14][CH:15]=1)([O-:10])=[O:9], predict the reactants needed to synthesize it. The reactants are: Br[C:2]1[CH:7]=[CH:6][CH:5]=[CH:4][C:3]=1[N+:8]([O-:10])=[O:9].[CH:11]([C:13]1[CH:18]=[CH:17][C:16](B(O)O)=[CH:15][CH:14]=1)=[O:12].C(=O)([O-])[O-].[Na+].[Na+].O. (4) Given the product [C:11]([O:10][C:9]([N:8]([C:16]([O:18][C:19]([CH3:22])([CH3:21])[CH3:20])=[O:17])[C:5]1[N:6]=[CH:7][C:2]([N:40]2[CH2:41][CH2:42][C:38]3([CH2:34][CH2:35][N:36]([C:43]([O:45][C:46]([CH3:47])([CH3:48])[CH3:49])=[O:44])[CH2:37]3)[CH2:39]2)=[N:3][C:4]=1[C:23]1[O:24][C:25]([C:28]2[CH:33]=[CH:32][CH:31]=[CH:30][CH:29]=2)=[N:26][N:27]=1)=[O:15])([CH3:14])([CH3:13])[CH3:12], predict the reactants needed to synthesize it. The reactants are: Br[C:2]1[N:3]=[C:4]([C:23]2[O:24][C:25]([C:28]3[CH:33]=[CH:32][CH:31]=[CH:30][CH:29]=3)=[N:26][N:27]=2)[C:5]([N:8]([C:16]([O:18][C:19]([CH3:22])([CH3:21])[CH3:20])=[O:17])[C:9](=[O:15])[O:10][C:11]([CH3:14])([CH3:13])[CH3:12])=[N:6][CH:7]=1.[CH2:34]1[C:38]2([CH2:42][CH2:41][NH:40][CH2:39]2)[CH2:37][N:36]([C:43]([O:45][C:46]([CH3:49])([CH3:48])[CH3:47])=[O:44])[CH2:35]1.CCN(C(C)C)C(C)C. (5) Given the product [C:9]([CH2:8][CH2:7][N:6]1[C:5]2[CH:12]=[CH:13][C:14]([CH2:16][C:17]([CH:19]3[CH2:20][CH2:21][CH2:22][CH2:23][CH2:24]3)=[O:18])=[CH:15][C:4]=2[N:3]=[C:2]1[NH:1][C:31](=[O:32])[C:30]1[CH:34]=[CH:35][C:27]([C:25]#[N:26])=[CH:28][CH:29]=1)(=[O:10])[NH2:11], predict the reactants needed to synthesize it. The reactants are: [NH2:1][C:2]1[N:6]([CH2:7][CH2:8][C:9]([NH2:11])=[O:10])[C:5]2[CH:12]=[CH:13][C:14]([CH2:16][C:17]([CH:19]3[CH2:24][CH2:23][CH2:22][CH2:21][CH2:20]3)=[O:18])=[CH:15][C:4]=2[N:3]=1.[C:25]([C:27]1[CH:35]=[CH:34][C:30]([C:31](Cl)=[O:32])=[CH:29][CH:28]=1)#[N:26]. (6) Given the product [F:1][C:2]1[CH:8]=[CH:7][C:5]([N:6]=[C:18]=[O:19])=[C:4]([O:9][CH3:10])[CH:3]=1, predict the reactants needed to synthesize it. The reactants are: [F:1][C:2]1[CH:8]=[CH:7][C:5]([NH2:6])=[C:4]([O:9][CH3:10])[CH:3]=1.C1(C)C=CC=CC=1.[C:18](Cl)(Cl)=[O:19]. (7) Given the product [OH:2][C:3]1[CH:4]=[CH:5][C:6]2[C:10]([C:11]3[NH:15][N:14]=[C:13]([NH:16][C:17]4[CH:18]=[CH:19][C:20]([S:23]([NH2:26])(=[O:25])=[O:24])=[CH:21][CH:22]=4)[CH:12]=3)=[CH:9][S:8][C:7]=2[CH:27]=1, predict the reactants needed to synthesize it. The reactants are: C[O:2][C:3]1[CH:4]=[CH:5][C:6]2[C:10]([C:11]3[NH:15][N:14]=[C:13]([NH:16][C:17]4[CH:22]=[CH:21][C:20]([S:23]([NH2:26])(=[O:25])=[O:24])=[CH:19][CH:18]=4)[CH:12]=3)=[CH:9][S:8][C:7]=2[CH:27]=1.OC1C=C(C2C3SC=C(C4NN=C(NC5C=CC(S(N)(=O)=O)=CC=5)C=4)C=3C=CC=2)C=CC=1. (8) Given the product [CH3:1][O:2][C:3]([C@@H:5]1[CH2:9][C:8]([F:11])([F:10])[CH2:7][NH:6]1)=[O:4], predict the reactants needed to synthesize it. The reactants are: [CH3:1][O:2][C:3]([C@@H:5]1[CH2:9][C:8]([F:11])([F:10])[CH2:7][N:6]1C(OC(C)(C)C)=O)=[O:4].C(O)(C(F)(F)F)=O. (9) Given the product [C:1]([C:3]1[CH:8]=[CH:7][C:6]([CH:9]2[CH2:10][CH2:11][N:12]([C:15]([C:17]3[CH:18]=[CH:19][C:20]([CH3:31])=[C:21]([NH:23][S:24]([CH2:27][CH:28]([OH:29])[CH2:30][N:33]([CH3:34])[CH3:32])(=[O:25])=[O:26])[CH:22]=3)=[O:16])[CH2:13][CH2:14]2)=[CH:5][CH:4]=1)#[N:2], predict the reactants needed to synthesize it. The reactants are: [C:1]([C:3]1[CH:8]=[CH:7][C:6]([CH:9]2[CH2:14][CH2:13][N:12]([C:15]([C:17]3[CH:18]=[CH:19][C:20]([CH3:31])=[C:21]([NH:23][S:24]([CH2:27][CH:28]4[CH2:30][O:29]4)(=[O:26])=[O:25])[CH:22]=3)=[O:16])[CH2:11][CH2:10]2)=[CH:5][CH:4]=1)#[N:2].[CH3:32][NH:33][CH3:34]. (10) Given the product [CH3:20][C:21]1[N:22]=[CH:23][C:24]([C:27]([N:7]([CH2:8][C:9]2[C:18]3[C:13](=[CH:14][CH:15]=[CH:16][CH:17]=3)[NH:12][C:11](=[O:19])[CH:10]=2)[C:1]2[CH:2]=[CH:3][CH:4]=[CH:5][CH:6]=2)=[O:28])=[N:25][CH:26]=1, predict the reactants needed to synthesize it. The reactants are: [C:1]1([NH:7][CH2:8][C:9]2[C:18]3[C:13](=[CH:14][CH:15]=[CH:16][CH:17]=3)[NH:12][C:11](=[O:19])[CH:10]=2)[CH:6]=[CH:5][CH:4]=[CH:3][CH:2]=1.[CH3:20][C:21]1[N:22]=[CH:23][C:24]([C:27](O)=[O:28])=[N:25][CH:26]=1.